Dataset: Catalyst prediction with 721,799 reactions and 888 catalyst types from USPTO. Task: Predict which catalyst facilitates the given reaction. (1) Reactant: [CH3:1][C:2]([Si:5](Cl)([CH3:7])[CH3:6])([CH3:4])[CH3:3].[C:9]1([CH3:16])[C:14]([OH:15])=[CH:13][CH:12]=[CH:11][CH:10]=1.N1C=CN=C1.O. Product: [CH3:1][C:2]([Si:5]([CH3:7])([CH3:6])[O:15][C:14]1[CH:13]=[CH:12][CH:11]=[CH:10][C:9]=1[CH3:16])([CH3:4])[CH3:3]. The catalyst class is: 3. (2) Reactant: [CH3:1][C:2]1[CH:37]=[CH:36][CH:35]=[CH:34][C:3]=1[CH2:4][O:5][C:6]1[CH:7]=[C:8]([CH:22]=[C:23]([O:25][CH2:26][C:27]2[CH:32]=[CH:31][CH:30]=[CH:29][C:28]=2[CH3:33])[CH:24]=1)[C:9]([NH:11][C:12]1[N:17]=[CH:16][C:15]([C:18]([O:20]C)=[O:19])=[CH:14][CH:13]=1)=[O:10].CO.O.[OH-].[Na+]. Product: [CH3:33][C:28]1[CH:29]=[CH:30][CH:31]=[CH:32][C:27]=1[CH2:26][O:25][C:23]1[CH:22]=[C:8]([CH:7]=[C:6]([O:5][CH2:4][C:3]2[CH:34]=[CH:35][CH:36]=[CH:37][C:2]=2[CH3:1])[CH:24]=1)[C:9]([NH:11][C:12]1[N:17]=[CH:16][C:15]([C:18]([OH:20])=[O:19])=[CH:14][CH:13]=1)=[O:10]. The catalyst class is: 1. (3) Reactant: [CH3:1][C:2]1[NH:6][N:5]=[C:4]([C:7]([O:9][CH2:10][CH3:11])=[O:8])[CH:3]=1.C1C(=O)N([I:19])C(=O)C1. Product: [I:19][C:3]1[C:4]([C:7]([O:9][CH2:10][CH3:11])=[O:8])=[N:5][NH:6][C:2]=1[CH3:1]. The catalyst class is: 35. (4) Reactant: [N+:1]([CH2:4][CH:5]([C:7]1[CH:12]=[CH:11][C:10]([O:13][C:14]2[CH:19]=[CH:18][CH:17]=[CH:16][CH:15]=2)=[CH:9][CH:8]=1)[O-])([O-:3])=[O:2].[Na+].C(OC(=O)C)(=O)C.C(N(CC)CC)C. Product: [N+:1](/[CH:4]=[CH:5]/[C:7]1[CH:12]=[CH:11][C:10]([O:13][C:14]2[CH:19]=[CH:18][CH:17]=[CH:16][CH:15]=2)=[CH:9][CH:8]=1)([O-:3])=[O:2]. The catalyst class is: 7. (5) Reactant: Br[C:2]([CH3:16])=[C:3]([C:10]1[CH:15]=[CH:14][CH:13]=[CH:12][CH:11]=1)[C:4]1[CH:9]=[CH:8][CH:7]=[CH:6][CH:5]=1.C1COCC1.C([Li])CCC.Cl[P:28]([CH:35]1[CH2:40][CH2:39][CH2:38][CH2:37][CH2:36]1)[CH:29]1[CH2:34][CH2:33][CH2:32][CH2:31][CH2:30]1. Product: [C:4]1([C:3]([C:10]2[CH:15]=[CH:14][CH:13]=[CH:12][CH:11]=2)=[C:2]([P:28]([CH:35]2[CH2:36][CH2:37][CH2:38][CH2:39][CH2:40]2)[CH:29]2[CH2:34][CH2:33][CH2:32][CH2:31][CH2:30]2)[CH3:16])[CH:9]=[CH:8][CH:7]=[CH:6][CH:5]=1. The catalyst class is: 6. (6) Reactant: [C:1]1([C:7]2[O:8][C:9]3[CH2:15][CH2:14][CH2:13][C:12](=[O:16])[C:10]=3[CH:11]=2)[CH:6]=[CH:5][CH:4]=[CH:3][CH:2]=1.[Br:17]N1C(=O)CCC1=O. Product: [Br:17][C:11]1[C:10]2[C:12](=[O:16])[CH2:13][CH2:14][CH2:15][C:9]=2[O:8][C:7]=1[C:1]1[CH:2]=[CH:3][CH:4]=[CH:5][CH:6]=1. The catalyst class is: 10.